Regression. Given two drug SMILES strings and cell line genomic features, predict the synergy score measuring deviation from expected non-interaction effect. From a dataset of NCI-60 drug combinations with 297,098 pairs across 59 cell lines. (1) Drug 1: CC12CCC3C(C1CCC2=O)CC(=C)C4=CC(=O)C=CC34C. Drug 2: CNC(=O)C1=NC=CC(=C1)OC2=CC=C(C=C2)NC(=O)NC3=CC(=C(C=C3)Cl)C(F)(F)F. Cell line: HS 578T. Synergy scores: CSS=55.5, Synergy_ZIP=-2.49, Synergy_Bliss=0.0702, Synergy_Loewe=-13.0, Synergy_HSA=-0.627. (2) Drug 2: CCN(CC)CCNC(=O)C1=C(NC(=C1C)C=C2C3=C(C=CC(=C3)F)NC2=O)C. Synergy scores: CSS=17.7, Synergy_ZIP=0.955, Synergy_Bliss=0.898, Synergy_Loewe=-5.11, Synergy_HSA=-3.29. Cell line: RPMI-8226. Drug 1: C1=C(C(=O)NC(=O)N1)N(CCCl)CCCl. (3) Drug 1: CC(C)(C#N)C1=CC(=CC(=C1)CN2C=NC=N2)C(C)(C)C#N. Drug 2: CC(C)CN1C=NC2=C1C3=CC=CC=C3N=C2N. Cell line: UACC-257. Synergy scores: CSS=-1.79, Synergy_ZIP=0.997, Synergy_Bliss=-0.490, Synergy_Loewe=-1.20, Synergy_HSA=-2.44. (4) Drug 1: C1=NC2=C(N=C(N=C2N1C3C(C(C(O3)CO)O)O)F)N. Drug 2: CC1=C(C=C(C=C1)C(=O)NC2=CC(=CC(=C2)C(F)(F)F)N3C=C(N=C3)C)NC4=NC=CC(=N4)C5=CN=CC=C5. Cell line: SK-MEL-28. Synergy scores: CSS=-0.168, Synergy_ZIP=-0.178, Synergy_Bliss=-1.04, Synergy_Loewe=-3.16, Synergy_HSA=-2.82. (5) Cell line: TK-10. Drug 2: CN(C)C1=NC(=NC(=N1)N(C)C)N(C)C. Drug 1: C1CC(=O)NC(=O)C1N2CC3=C(C2=O)C=CC=C3N. Synergy scores: CSS=5.37, Synergy_ZIP=1.32, Synergy_Bliss=7.95, Synergy_Loewe=2.82, Synergy_HSA=3.44. (6) Drug 1: C1=CC(=CC=C1CCCC(=O)O)N(CCCl)CCCl. Drug 2: CN1C(=O)N2C=NC(=C2N=N1)C(=O)N. Cell line: MDA-MB-435. Synergy scores: CSS=-7.81, Synergy_ZIP=1.82, Synergy_Bliss=0.560, Synergy_Loewe=-8.53, Synergy_HSA=-6.47. (7) Drug 1: CC1=C2C(C(=O)C3(C(CC4C(C3C(C(C2(C)C)(CC1OC(=O)C(C(C5=CC=CC=C5)NC(=O)OC(C)(C)C)O)O)OC(=O)C6=CC=CC=C6)(CO4)OC(=O)C)OC)C)OC. Drug 2: CCC1=CC2CC(C3=C(CN(C2)C1)C4=CC=CC=C4N3)(C5=C(C=C6C(=C5)C78CCN9C7C(C=CC9)(C(C(C8N6C)(C(=O)OC)O)OC(=O)C)CC)OC)C(=O)OC.C(C(C(=O)O)O)(C(=O)O)O. Cell line: HL-60(TB). Synergy scores: CSS=98.2, Synergy_ZIP=21.5, Synergy_Bliss=20.7, Synergy_Loewe=5.26, Synergy_HSA=21.2. (8) Drug 1: CC1=C(C(=CC=C1)Cl)NC(=O)C2=CN=C(S2)NC3=CC(=NC(=N3)C)N4CCN(CC4)CCO. Drug 2: C1=CC=C(C(=C1)C(C2=CC=C(C=C2)Cl)C(Cl)Cl)Cl. Cell line: UACC-257. Synergy scores: CSS=4.19, Synergy_ZIP=-0.755, Synergy_Bliss=1.65, Synergy_Loewe=-3.71, Synergy_HSA=-0.213. (9) Drug 2: C1=NC2=C(N=C(N=C2N1C3C(C(C(O3)CO)O)O)F)N. Synergy scores: CSS=-0.927, Synergy_ZIP=-0.0668, Synergy_Bliss=-0.717, Synergy_Loewe=-4.79, Synergy_HSA=-3.19. Drug 1: CC12CCC(CC1=CCC3C2CCC4(C3CC=C4C5=CN=CC=C5)C)O. Cell line: SF-268. (10) Drug 1: CC1CCC2CC(C(=CC=CC=CC(CC(C(=O)C(C(C(=CC(C(=O)CC(OC(=O)C3CCCCN3C(=O)C(=O)C1(O2)O)C(C)CC4CCC(C(C4)OC)OCCO)C)C)O)OC)C)C)C)OC. Drug 2: C#CCC(CC1=CN=C2C(=N1)C(=NC(=N2)N)N)C3=CC=C(C=C3)C(=O)NC(CCC(=O)O)C(=O)O. Cell line: HCT116. Synergy scores: CSS=74.3, Synergy_ZIP=25.7, Synergy_Bliss=-1.48, Synergy_Loewe=48.4, Synergy_HSA=-1.18.